From a dataset of Forward reaction prediction with 1.9M reactions from USPTO patents (1976-2016). Predict the product of the given reaction. The product is: [NH:1]1[C:9]2[C:4](=[CH:5][CH:6]=[CH:7][CH:8]=2)[C:3]([CH2:17][CH2:16][C:15]([OH:20])=[O:14])=[CH:2]1. Given the reactants [NH:1]1[C:9]2[C:4](=[CH:5][CH:6]=[CH:7][CH:8]=2)[CH:3]=[CH:2]1.C=O.CC1(C)O[C:17](=O)[CH2:16][C:15](=[O:20])[O:14]1.C(N(CC)CC)C, predict the reaction product.